This data is from Forward reaction prediction with 1.9M reactions from USPTO patents (1976-2016). The task is: Predict the product of the given reaction. (1) Given the reactants [C:1]([O:5][C:6](=[O:33])[NH:7][CH:8]1[CH2:13][CH2:12][CH:11]([NH:14][C:15]2[N:20]=[C:19]3[NH:21][N:22]=[C:23]([C:24]4[CH:29]=[CH:28][N:27]=[C:26](S(C)=O)[N:25]=4)[C:18]3=[CH:17][N:16]=2)[CH2:10][CH2:9]1)([CH3:4])([CH3:3])[CH3:2].[C:34]([O:38][C:39](=[O:52])[NH:40][CH2:41][CH2:42][CH:43]([NH2:51])[C:44]1[CH:49]=[CH:48][CH:47]=[C:46]([Cl:50])[CH:45]=1)([CH3:37])([CH3:36])[CH3:35], predict the reaction product. The product is: [C:1]([O:5][C:6](=[O:33])[NH:7][CH:8]1[CH2:13][CH2:12][CH:11]([NH:14][C:15]2[N:20]=[C:19]3[NH:21][N:22]=[C:23]([C:24]4[CH:29]=[CH:28][N:27]=[C:26]([NH:51][CH:43]([C:44]5[CH:49]=[CH:48][CH:47]=[C:46]([Cl:50])[CH:45]=5)[CH2:42][CH2:41][NH:40][C:39]([O:38][C:34]([CH3:37])([CH3:36])[CH3:35])=[O:52])[N:25]=4)[C:18]3=[CH:17][N:16]=2)[CH2:10][CH2:9]1)([CH3:4])([CH3:3])[CH3:2]. (2) Given the reactants Cl[C:2]1[C:11]2[C:6](=[CH:7][CH:8]=[C:9]([Cl:12])[N:10]=2)[N:5]=[CH:4][C:3]=1[C:13](=[O:17])[CH:14]([CH3:16])[CH3:15].[CH3:18][N:19]([CH2:21][C@H:22]1[CH2:27][CH2:26][C@H:25]([NH2:28])[CH2:24][CH2:23]1)[CH3:20], predict the reaction product. The product is: [Cl:12][C:9]1[N:10]=[C:11]2[C:6](=[CH:7][CH:8]=1)[N:5]=[CH:4][C:3]([C:13](=[O:17])[CH:14]([CH3:16])[CH3:15])=[C:2]2[NH:28][CH:25]1[CH2:26][CH2:27][CH:22]([CH2:21][N:19]([CH3:20])[CH3:18])[CH2:23][CH2:24]1. (3) Given the reactants [C:1]([NH:4][NH:5][C:6]([O:8][C:9]([CH3:12])([CH3:11])[CH3:10])=[O:7])(=[NH:3])[CH3:2].Br[CH2:14][C:15]([C:17]1[CH:18]=[N:19][N:20]([CH3:22])[CH:21]=1)=O.C(N(CC)C(C)C)(C)C, predict the reaction product. The product is: [C:9]([O:8][C:6](=[O:7])[NH:5][N:4]1[CH:14]=[C:15]([C:17]2[CH:18]=[N:19][N:20]([CH3:22])[CH:21]=2)[N:3]=[C:1]1[CH3:2])([CH3:12])([CH3:11])[CH3:10]. (4) The product is: [Br:1][C:2]1[CH:3]=[C:4]2[C:5]([CH2:6][C:27]3([CH:14]4[CH:15]([CH3:20])[O:16][CH:17]([CH3:19])[CH2:18][N:13]42)[C:25](=[O:26])[NH:24][C:22](=[O:23])[NH:21][C:28]3=[O:29])=[CH:8][C:9]=1[N+:10]([O-:12])=[O:11]. Given the reactants [Br:1][C:2]1[C:9]([N+:10]([O-:12])=[O:11])=[CH:8][C:5]([CH:6]=O)=[C:4]([N:13]2[CH2:18][CH:17]([CH3:19])[O:16][CH:15]([CH3:20])[CH2:14]2)[CH:3]=1.[NH:21]1[C:28](=[O:29])[CH2:27][C:25](=[O:26])[NH:24][C:22]1=[O:23], predict the reaction product. (5) Given the reactants Cl.[NH2:2][C:3]1[CH:8]=[CH:7][C:6]([CH2:9][CH2:10][N:11]2[C:16](/[CH:17]=[CH:18]/[C:19]3[CH:24]=[CH:23][CH:22]=[C:21]([O:25][CH3:26])[CH:20]=3)=[C:15]([Cl:27])[CH:14]=[C:13]([Cl:28])[C:12]2=[O:29])=[CH:5][CH:4]=1.CCN(C(C)C)C(C)C.C([O:41][C:42](=O)[NH:43][S:44]([CH3:47])(=[O:46])=[O:45])C.O, predict the reaction product. The product is: [Cl:28][C:13]1[C:12](=[O:29])[N:11]([CH2:10][CH2:9][C:6]2[CH:5]=[CH:4][C:3]([NH:2][C:42]([NH:43][S:44]([CH3:47])(=[O:46])=[O:45])=[O:41])=[CH:8][CH:7]=2)[C:16](/[CH:17]=[CH:18]/[C:19]2[CH:24]=[CH:23][CH:22]=[C:21]([O:25][CH3:26])[CH:20]=2)=[C:15]([Cl:27])[CH:14]=1. (6) The product is: [F:12][CH:11]([F:13])[C:9]1[CH:8]=[CH:7][N:6]2[C:2]([C:26]3[CH:25]=[C:24]([C:28]4[C:29]([C:34]#[N:35])=[CH:30][CH:31]=[CH:32][CH:33]=4)[CH:23]=[CH:22][CH:27]=3)=[CH:3][N:4]=[C:5]2[N:10]=1. Given the reactants Br[C:2]1[N:6]2[CH:7]=[CH:8][C:9]([CH:11]([F:13])[F:12])=[N:10][C:5]2=[N:4][CH:3]=1.CC1(C)C(C)(C)OB([C:22]2[CH:23]=[C:24]([C:28]3[C:29]([C:34]#[N:35])=[CH:30][CH:31]=[CH:32][CH:33]=3)[CH:25]=[CH:26][CH:27]=2)O1, predict the reaction product.